This data is from Full USPTO retrosynthesis dataset with 1.9M reactions from patents (1976-2016). The task is: Predict the reactants needed to synthesize the given product. (1) Given the product [C:22]([O:21][C:19]([N:3]1[CH:4]([CH3:18])[CH2:5][NH:6][CH2:7][CH:2]1[CH3:1])=[O:20])([CH3:25])([CH3:23])[CH3:24], predict the reactants needed to synthesize it. The reactants are: [CH3:1][CH:2]1[CH2:7][N:6](C(OCC2C=CC=CC=2)=O)[CH2:5][CH:4]([CH3:18])[N:3]1[C:19]([O:21][C:22]([CH3:25])([CH3:24])[CH3:23])=[O:20]. (2) Given the product [C:39]([C@H:38]([NH:37][C:20]([C@@H:19]([NH:18][C:16]([C:13]1[N:12]2[C@@:8]([CH2:7][C:6]3[CH:5]=[CH:4][C:3]([C:1]#[N:2])=[CH:35][CH:34]=3)([CH3:33])[C:9](=[O:32])[N:10]([C:24]3[CH:25]=[C:26]([Cl:31])[CH:27]=[C:28]([Cl:30])[CH:29]=3)[C:11]2=[N:15][CH:14]=1)=[O:17])[CH3:23])=[O:22])[CH3:42])(=[S:40])[NH2:41], predict the reactants needed to synthesize it. The reactants are: [C:1]([C:3]1[CH:35]=[CH:34][C:6]([CH2:7][C@@:8]2([CH3:33])[N:12]3[C:13]([C:16]([NH:18][C@@H:19]([CH3:23])[C:20]([OH:22])=O)=[O:17])=[CH:14][N:15]=[C:11]3[N:10]([C:24]3[CH:29]=[C:28]([Cl:30])[CH:27]=[C:26]([Cl:31])[CH:25]=3)[C:9]2=[O:32])=[CH:5][CH:4]=1)#[N:2].Cl.[NH2:37][C@H:38]([CH3:42])[C:39]([NH2:41])=[S:40].C(N(C(C)C)CC)(C)C.C1C=NC2N(O)N=NC=2C=1.CN(C(ON1N=NC2C=CC=NC1=2)=[N+](C)C)C.F[P-](F)(F)(F)(F)F. (3) Given the product [CH3:1][O:2][C:3](=[O:32])[CH2:4][CH2:5][N:6]([CH2:17][C:18]1[CH:23]=[CH:22][C:21]([CH2:24][N:25]([CH2:26][C:27]2[NH:28][CH:29]=[CH:30][N:31]=2)[CH2:39][C:35]2[N:34]([CH3:33])[CH:38]=[CH:37][N:36]=2)=[CH:20][CH:19]=1)[CH2:7][CH2:8][CH2:9][CH2:10][N:11]1[CH2:12][CH2:13][CH2:14][CH2:15][CH2:16]1, predict the reactants needed to synthesize it. The reactants are: [CH3:1][O:2][C:3](=[O:32])[CH2:4][CH2:5][N:6]([CH2:17][C:18]1[CH:23]=[CH:22][C:21]([CH2:24][NH:25][CH2:26][C:27]2[NH:28][CH:29]=[CH:30][N:31]=2)=[CH:20][CH:19]=1)[CH2:7][CH2:8][CH2:9][CH2:10][N:11]1[CH2:16][CH2:15][CH2:14][CH2:13][CH2:12]1.[CH3:33][N:34]1[CH:38]=[CH:37][N:36]=[C:35]1[CH:39]=O.C([BH3-])#N.[Na+].C(O)(=O)C. (4) Given the product [CH3:18][O:19][CH2:20][O:1][C:2]1[C:3]([CH3:8])=[N:4][CH:5]=[CH:6][CH:7]=1, predict the reactants needed to synthesize it. The reactants are: [OH:1][C:2]1[C:3]([CH3:8])=[N:4][CH:5]=[CH:6][CH:7]=1.CCN(C(C)C)C(C)C.[CH3:18][O:19][CH2:20]Cl. (5) Given the product [Br:1][C:2]1[CH:7]=[C:6]([C:8]2[N:13]=[N:12][C:11]([O:24][CH2:23][C:22]3[CH:25]=[CH:26][C:19]([Br:18])=[CH:20][CH:21]=3)=[N:10][CH:9]=2)[CH:5]=[C:4]([Br:16])[C:3]=1[OH:17], predict the reactants needed to synthesize it. The reactants are: [Br:1][C:2]1[CH:7]=[C:6]([C:8]2[N:13]=[N:12][C:11](SC)=[N:10][CH:9]=2)[CH:5]=[C:4]([Br:16])[C:3]=1[OH:17].[Br:18][C:19]1[CH:26]=[CH:25][C:22]([CH2:23][OH:24])=[CH:21][CH:20]=1.CC(C)([O-])C.[K+].P([O-])([O-])([O-])=O. (6) Given the product [F:1][C:2]1[CH:3]=[CH:4][C:5]([O:30][CH3:31])=[C:6]([C:8]2[CH:13]=[CH:12][N:11]=[C:10]3[NH:14][C:15]([C:17]4([OH:29])[CH2:21][CH2:20][NH:19][CH2:18]4)=[CH:16][C:9]=23)[CH:7]=1, predict the reactants needed to synthesize it. The reactants are: [F:1][C:2]1[CH:3]=[CH:4][C:5]([O:30][CH3:31])=[C:6]([C:8]2[CH:13]=[CH:12][N:11]=[C:10]3[NH:14][C:15]([C:17]4([OH:29])[CH2:21][CH2:20][N:19](C(OC(C)(C)C)=O)[CH2:18]4)=[CH:16][C:9]=23)[CH:7]=1.FC(F)(F)C(O)=O. (7) Given the product [C:25]([C:2]1[CH:7]=[CH:6][C:5]([N:8]2[CH2:13][CH2:12][N:11]([C:14]([O:16][C:17]([CH3:20])([CH3:19])[CH3:18])=[O:15])[CH2:10][CH2:9]2)=[CH:4][CH:3]=1)#[CH:26], predict the reactants needed to synthesize it. The reactants are: I[C:2]1[CH:7]=[CH:6][C:5]([N:8]2[CH2:13][CH2:12][N:11]([C:14]([O:16][C:17]([CH3:20])([CH3:19])[CH3:18])=[O:15])[CH2:10][CH2:9]2)=[CH:4][CH:3]=1.C[Si]([C:25]#[CH:26])(C)C.CCN(CC)CC. (8) The reactants are: [NH2:1][C:2]1[S:3][CH:4]=[C:5]2[C:10]=1[C:9](=[O:11])[N:8]([C:12]1[CH:17]=[CH:16][C:15](Cl)=[CH:14][CH:13]=1)[N:7]=[C:6]2[C:19]([O:21][CH2:22][CH3:23])=[O:20].[Br:24]C1C=CC(N2C(=O)C(C#N)=C(C)C(C(OCC)=O)=N2)=CC=1. Given the product [NH2:1][C:2]1[S:3][CH:4]=[C:5]2[C:10]=1[C:9](=[O:11])[N:8]([C:12]1[CH:17]=[CH:16][C:15]([Br:24])=[CH:14][CH:13]=1)[N:7]=[C:6]2[C:19]([O:21][CH2:22][CH3:23])=[O:20], predict the reactants needed to synthesize it. (9) Given the product [NH2:1][C:2]1[C:3]([C:8]([O:10][CH2:11][CH3:12])=[O:9])=[N:4][CH:5]=[CH:6][CH:7]=1, predict the reactants needed to synthesize it. The reactants are: [NH2:1][C:2]1[C:3]([C:8]([OH:10])=[O:9])=[N:4][CH:5]=[CH:6][CH:7]=1.[CH3:11][CH2:12]O. (10) Given the product [C:34]([N:1]1[CH2:2][CH2:3][CH:4]([CH2:7][NH:8][C:9]([C:11]2[C:15]3[N:16]=[CH:17][N:18]=[C:19]([C:20]4[C:28]5[O:27][CH2:26][O:25][C:24]=5[CH:23]=[CH:22][C:21]=4[O:29][CH2:30][CH:31]4[CH2:32][CH2:33]4)[C:14]=3[NH:13][CH:12]=2)=[O:10])[CH2:5][CH2:6]1)(=[O:36])[CH3:35], predict the reactants needed to synthesize it. The reactants are: [NH:1]1[CH2:6][CH2:5][CH:4]([CH2:7][NH:8][C:9]([C:11]2[C:15]3[N:16]=[CH:17][N:18]=[C:19]([C:20]4[C:28]5[O:27][CH2:26][O:25][C:24]=5[CH:23]=[CH:22][C:21]=4[O:29][CH2:30][CH:31]4[CH2:33][CH2:32]4)[C:14]=3[NH:13][CH:12]=2)=[O:10])[CH2:3][CH2:2]1.[C:34](Cl)(=[O:36])[CH3:35].